From a dataset of Peptide-MHC class II binding affinity with 134,281 pairs from IEDB. Regression. Given a peptide amino acid sequence and an MHC pseudo amino acid sequence, predict their binding affinity value. This is MHC class II binding data. (1) The peptide sequence is AAATAGTTVTGAFAA. The MHC is HLA-DQA10501-DQB10301 with pseudo-sequence HLA-DQA10501-DQB10301. The binding affinity (normalized) is 0.697. (2) The peptide sequence is EEKYFAATQFEPLAA. The MHC is HLA-DQA10301-DQB10302 with pseudo-sequence HLA-DQA10301-DQB10302. The binding affinity (normalized) is 0.473.